From a dataset of Full USPTO retrosynthesis dataset with 1.9M reactions from patents (1976-2016). Predict the reactants needed to synthesize the given product. (1) The reactants are: [CH:1]1([N:5]([C@@H:13]2[CH2:15][C@H:14]2[C:16]2[S:17][CH:18]=[C:19]([C:21](=[O:29])[NH:22][C:23]3[S:24][C:25]([CH3:28])=[N:26][N:27]=3)[CH:20]=2)C(=O)OC(C)(C)C)[CH2:4][CH2:3][CH2:2]1.[ClH:30].C(OCC)(=O)C. Given the product [ClH:30].[ClH:30].[CH:1]1([NH:5][C@@H:13]2[CH2:15][C@H:14]2[C:16]2[S:17][CH:18]=[C:19]([C:21]([NH:22][C:23]3[S:24][C:25]([CH3:28])=[N:26][N:27]=3)=[O:29])[CH:20]=2)[CH2:2][CH2:3][CH2:4]1, predict the reactants needed to synthesize it. (2) Given the product [Cl:5][S:1]([C:13]1[N:12]=[CH:11][N:8]2[CH:9]=[CH:10][S:6][C:7]=12)(=[O:3])=[O:2], predict the reactants needed to synthesize it. The reactants are: [S:1]([Cl:5])(=O)(=[O:3])[OH:2].[S:6]1[CH:10]=[CH:9][N:8]2[CH:11]=[N:12][CH:13]=[C:7]12.O.